This data is from Peptide-MHC class I binding affinity with 185,985 pairs from IEDB/IMGT. The task is: Regression. Given a peptide amino acid sequence and an MHC pseudo amino acid sequence, predict their binding affinity value. This is MHC class I binding data. (1) The peptide sequence is EVFEIIRSY. The MHC is HLA-B46:01 with pseudo-sequence HLA-B46:01. The binding affinity (normalized) is 0.0847. (2) The peptide sequence is ALFEDYPGC. The binding affinity (normalized) is 0.457. The MHC is HLA-A02:01 with pseudo-sequence HLA-A02:01. (3) The peptide sequence is WPTPKTHPV. The MHC is HLA-A01:01 with pseudo-sequence HLA-A01:01. The binding affinity (normalized) is 0.213. (4) The peptide sequence is NHINVEKSL. The MHC is Mamu-A07 with pseudo-sequence Mamu-A07. The binding affinity (normalized) is 0.767. (5) The peptide sequence is KSNAKCIEY. The binding affinity (normalized) is 0.0612. The MHC is HLA-A33:01 with pseudo-sequence HLA-A33:01. (6) The peptide sequence is MVLPGAANK. The MHC is HLA-A30:01 with pseudo-sequence HLA-A30:01. The binding affinity (normalized) is 0.623.